From a dataset of Forward reaction prediction with 1.9M reactions from USPTO patents (1976-2016). Predict the product of the given reaction. (1) Given the reactants [NH:1]1[C:5]2=[N:6][CH:7]=[CH:8][CH:9]=[C:4]2[CH:3]=[CH:2]1.[C:10]([O:14][C:15]([N:17]1[CH2:22][CH2:21][C:20](=O)[CH2:19][CH2:18]1)=[O:16])([CH3:13])([CH3:12])[CH3:11].[OH-].[K+], predict the reaction product. The product is: [C:10]([O:14][C:15]([N:17]1[CH2:18][CH:19]=[C:20]([C:3]2[C:4]3[C:5](=[N:6][CH:7]=[CH:8][CH:9]=3)[NH:1][CH:2]=2)[CH2:21][CH2:22]1)=[O:16])([CH3:13])([CH3:11])[CH3:12]. (2) Given the reactants [Br:1][C:2]1[CH:3]=[C:4]([F:8])[CH:5]=[CH:6][CH:7]=1.[Cl-].[Al+3].[Cl-].[Cl-].[C:13](Cl)(=[O:16])[CH2:14][CH3:15], predict the reaction product. The product is: [Br:1][C:2]1[CH:7]=[CH:6][C:5]([C:13](=[O:16])[CH2:14][CH3:15])=[C:4]([F:8])[CH:3]=1. (3) Given the reactants [F:1][C:2]1[CH:7]=[CH:6][C:5]([C:8](=[O:15])[CH2:9][CH2:10][CH2:11][C:12]([OH:14])=O)=[CH:4][CH:3]=1.C(N([CH2:21][CH3:22])CC)C.[CH3:23][C:24](C)(C)[C:25](Cl)=[O:26].C1[N:35](CC2C=CC=CC=2)[C:33](=O)[O:32]C1.Cl.O1[CH2:48][CH2:47][CH2:46][CH2:45]1, predict the reaction product. The product is: [CH2:23]([C@H:24]1[CH2:25][O:26][C:33](=[O:32])[N:35]1[C:12](=[O:14])[CH2:11][CH2:10][CH2:9][C:8]([C:5]1[CH:4]=[CH:3][C:2]([F:1])=[CH:7][CH:6]=1)=[O:15])[C:22]1[CH:21]=[CH:45][CH:46]=[CH:47][CH:48]=1. (4) Given the reactants [Br:1][CH2:2][CH2:3][N:4]([CH2:20][CH2:21][OH:22])[C:5]1[C:13]([N+:14]([O-:16])=[O:15])=[CH:12][C:11]([N+:17]([O-:19])=[O:18])=[CH:10][C:6]=1[C:7]([NH2:9])=[O:8].CCN(CC)CC.[CH3:30][S:31](Cl)(=[O:33])=[O:32].C([O-])(O)=O.[Na+], predict the reaction product. The product is: [CH3:30][S:31]([O:22][CH2:21][CH2:20][N:4]([CH2:3][CH2:2][Br:1])[C:5]1[C:13]([N+:14]([O-:16])=[O:15])=[CH:12][C:11]([N+:17]([O-:19])=[O:18])=[CH:10][C:6]=1[C:7]([NH2:9])=[O:8])(=[O:33])=[O:32]. (5) Given the reactants [CH3:1][O:2][C:3]1[CH:4]=[C:5]2[C:10](=[CH:11][C:12]=1[O:13][CH3:14])[CH:9]=[N:8][CH:7]([CH2:15][CH2:16][CH3:17])[CH2:6]2.CN([CH:21]=[C:22]([C:28](=[O:30])[CH3:29])[C:23]([O:25][CH2:26][CH3:27])=[O:24])C, predict the reaction product. The product is: [CH3:1][O:2][C:3]1[C:12]([O:13][CH3:14])=[CH:11][C:10]2[CH:9]3[N:8]([CH:7]([CH2:15][CH2:16][CH3:17])[CH2:6][C:5]=2[CH:4]=1)[CH:21]=[C:22]([C:23]([O:25][CH2:26][CH3:27])=[O:24])[C:28](=[O:30])[CH2:29]3. (6) Given the reactants [CH2:1]([C@@H:8]1[C@@H:16]([O:17][CH2:18][CH:19]([CH3:21])[CH3:20])[C@H:15]([CH3:22])[O:14][C:13](=[O:23])[C@@H:12]([NH:24][C:25]([C:27]2[C:32]([OH:33])=[C:31]([O:34][CH3:35])[CH:30]=[CH:29][N:28]=2)=[O:26])[CH2:11][O:10][CH2:9]1)[C:2]1[CH:7]=[CH:6][CH:5]=[CH:4][CH:3]=1, predict the reaction product. The product is: [CH:2]1([CH2:1][C@@H:8]2[C@@H:16]([O:17][CH2:18][CH:19]([CH3:21])[CH3:20])[C@H:15]([CH3:22])[O:14][C:13](=[O:23])[C@@H:12]([NH:24][C:25](=[O:26])[C:27]3[C:32]([OH:33])=[C:31]([O:34][CH3:35])[CH:30]=[CH:29][N:28]=3)[CH2:11][O:10][CH2:9]2)[CH2:3][CH2:4][CH2:5][CH2:6][CH2:7]1. (7) Given the reactants [CH3:1][N:2]1[CH2:15][CH2:14][C:5]2[NH:6][C:7]3[CH:8]=[CH:9][C:10]([CH3:13])=[CH:11][C:12]=3[C:4]=2[CH2:3]1.Br[C:17]1[CH:18]=[C:19]([N:23]([CH3:25])[CH3:24])[CH:20]=[CH:21][CH:22]=1.[O-]P([O-])([O-])=O.[K+].[K+].[K+].N1CCC[C@H]1C(O)=O, predict the reaction product. The product is: [CH3:1][N:2]1[CH2:15][CH2:14][C:5]2[N:6]([C:17]3[CH:18]=[C:19]([N:23]([CH3:25])[CH3:24])[CH:20]=[CH:21][CH:22]=3)[C:7]3[CH:8]=[CH:9][C:10]([CH3:13])=[CH:11][C:12]=3[C:4]=2[CH2:3]1. (8) Given the reactants [C:1]([Cu])#[N:2].[Cl:4][C:5]1[C:6](I)=[N:7][CH:8]=[C:9]([N+:11]([O-:13])=[O:12])[CH:10]=1, predict the reaction product. The product is: [Cl:4][C:5]1[C:6]([C:1]#[N:2])=[N:7][CH:8]=[C:9]([N+:11]([O-:13])=[O:12])[CH:10]=1. (9) The product is: [CH2:1]([O:4][C:5]1[CH:6]=[C:7]([CH:8]=[C:9]([O:11][CH3:12])[CH:10]=1)[O:13][C:15]1[CH:22]=[CH:21][C:18]([CH:19]=[O:20])=[CH:17][CH:16]=1)[CH:2]=[CH2:3]. Given the reactants [CH2:1]([O:4][C:5]1[CH:6]=[C:7]([OH:13])[CH:8]=[C:9]([O:11][CH3:12])[CH:10]=1)[CH:2]=[CH2:3].F[C:15]1[CH:22]=[CH:21][C:18]([CH:19]=[O:20])=[CH:17][CH:16]=1, predict the reaction product. (10) Given the reactants C(C1C=C(C=O)C(O)=C(C2C=CC(OC(F)(F)F)=CC=2)C=1)(C)(C)C.Br[C:26]1[C:27]([OH:38])=[C:28]([CH:31]=[C:32]([C:34]([CH3:37])([CH3:36])[CH3:35])[CH:33]=1)[CH:29]=[O:30].[Cl:39][C:40]1[CH:41]=[C:42](B(O)O)[CH:43]=[CH:44][C:45]=1[C:46]([F:49])([F:48])[F:47], predict the reaction product. The product is: [C:34]([C:32]1[CH:31]=[C:28]([CH:29]=[O:30])[C:27]([OH:38])=[C:26]([C:42]2[CH:43]=[CH:44][C:45]([C:46]([F:48])([F:49])[F:47])=[C:40]([Cl:39])[CH:41]=2)[CH:33]=1)([CH3:37])([CH3:36])[CH3:35].